Dataset: Forward reaction prediction with 1.9M reactions from USPTO patents (1976-2016). Task: Predict the product of the given reaction. (1) Given the reactants [CH2:1]([N:8]1[C:16]2[CH:15]=[CH:14][NH:13][C:12](=[O:17])[C:11]=2[CH:10]=[C:9]1[CH3:18])[C:2]1[CH:7]=[CH:6][CH:5]=[CH:4][CH:3]=1.Cl[CH2:20]Cl.F[B-](F)(F)F.C[O+](C)C, predict the reaction product. The product is: [CH2:1]([N:8]1[C:16]2[CH:15]=[CH:14][N:13]=[C:12]([O:17][CH3:20])[C:11]=2[CH:10]=[C:9]1[CH3:18])[C:2]1[CH:3]=[CH:4][CH:5]=[CH:6][CH:7]=1. (2) Given the reactants [NH2:1][C@@H:2]1[CH2:7][CH2:6][C@H:5]([C:8]([OH:10])=[O:9])[CH2:4][CH2:3]1.C(N(CC)CC)C.C([N:26]=[C:27]=[S:28])(=O)C1C=CC=CC=1.[OH-].[Li+].Br[CH2:32][C:33]([C:35]1[CH:40]=[CH:39][C:38]([Br:41])=[CH:37][CH:36]=1)=O.Cl, predict the reaction product. The product is: [Br:41][C:38]1[CH:39]=[CH:40][C:35]([C:33]2[N:26]=[C:27]([NH:1][CH:2]3[CH2:7][CH2:6][CH:5]([C:8]([OH:10])=[O:9])[CH2:4][CH2:3]3)[S:28][CH:32]=2)=[CH:36][CH:37]=1. (3) Given the reactants [NH:1]1[C:5]2[CH:6]=[CH:7][CH:8]=[CH:9][C:4]=2[N:3]=[CH:2]1.[OH-].[Na+].[Cl:12][CH2:13][CH2:14][CH2:15][CH2:16]Br, predict the reaction product. The product is: [Cl:12][CH2:13][CH2:14][CH2:15][CH2:16][N:1]1[C:5]2[CH:6]=[CH:7][CH:8]=[CH:9][C:4]=2[N:3]=[CH:2]1. (4) Given the reactants C([O-])(=O)C.[C:5]([C:9]1[CH:14]=[CH:13][C:12]([I+:15][C:16]2[CH:21]=[CH:20][C:19]([C:22]([CH3:25])([CH3:24])[CH3:23])=[CH:18][CH:17]=2)=[CH:11][CH:10]=1)([CH3:8])([CH3:7])[CH3:6].[C:26]12([CH2:36][S:37]([O:40]C)(=[O:39])=[O:38])[C:33]([CH3:35])([CH3:34])[CH:30]([CH2:31][CH2:32]1)[CH2:29][C:27]2=[O:28], predict the reaction product. The product is: [C:26]12([CH2:36][S:37]([O-:40])(=[O:38])=[O:39])[C:33]([CH3:35])([CH3:34])[CH:30]([CH2:31][CH2:32]1)[CH2:29][C:27]2=[O:28].[C:22]([C:19]1[CH:20]=[CH:21][C:16]([I+:15][C:12]2[CH:11]=[CH:10][C:9]([C:5]([CH3:8])([CH3:7])[CH3:6])=[CH:14][CH:13]=2)=[CH:17][CH:18]=1)([CH3:25])([CH3:24])[CH3:23]. (5) Given the reactants [NH2:1][C:2]1[N:7]=[C:6]([Cl:8])[CH:5]=[C:4]([Cl:9])[N:3]=1.[H-].[Na+].[F:12][C:13]([F:24])([F:23])[C:14]1[CH:19]=[CH:18][C:17]([N:20]=[C:21]=[O:22])=[CH:16][CH:15]=1.Cl, predict the reaction product. The product is: [Cl:9][C:4]1[CH:5]=[C:6]([Cl:8])[N:7]=[C:2]([NH:1][C:21](=[O:22])[NH:20][C:17]2[CH:18]=[CH:19][C:14]([C:13]([F:12])([F:24])[F:23])=[CH:15][CH:16]=2)[N:3]=1.